From a dataset of Full USPTO retrosynthesis dataset with 1.9M reactions from patents (1976-2016). Predict the reactants needed to synthesize the given product. (1) Given the product [CH:1]1([CH2:6][C:7]([NH:11][C@H:12]([C:14]([NH:16][CH:17]2[C:18](=[O:37])[N:19]([CH2:33][CH:34]([CH3:35])[CH3:36])[C:20]3[CH:32]=[CH:31][CH:30]=[CH:29][C:21]=3[N:22]([CH2:25][CH:26]([CH3:28])[CH3:27])[C:23]2=[O:24])=[O:15])[CH3:13])=[O:9])[CH2:2][CH2:3][CH2:4][CH2:5]1, predict the reactants needed to synthesize it. The reactants are: [CH:1]1([CH2:6][C:7]([OH:9])=O)[CH2:5][CH2:4][CH2:3][CH2:2]1.Cl.[NH2:11][C@H:12]([C:14]([NH:16][CH:17]1[C:23](=[O:24])[N:22]([CH2:25][CH:26]([CH3:28])[CH3:27])[C:21]2[CH:29]=[CH:30][CH:31]=[CH:32][C:20]=2[N:19]([CH2:33][CH:34]([CH3:36])[CH3:35])[C:18]1=[O:37])=[O:15])[CH3:13]. (2) Given the product [ClH:19].[ClH:19].[Cl:19][C:20]1[CH:21]=[C:22]([CH:25]=[CH:26][C:27]=1[F:28])[CH2:23][NH:1][C@@H:2]1[CH2:3][CH2:4][C@H:5]([NH:8][C:9]2[CH:14]=[C:13]([N:15]([CH3:17])[CH3:16])[C:12]([CH3:18])=[CH:11][N:10]=2)[CH2:6][CH2:7]1, predict the reactants needed to synthesize it. The reactants are: [NH2:1][C@@H:2]1[CH2:7][CH2:6][C@H:5]([NH:8][C:9]2[CH:14]=[C:13]([N:15]([CH3:17])[CH3:16])[C:12]([CH3:18])=[CH:11][N:10]=2)[CH2:4][CH2:3]1.[Cl:19][C:20]1[CH:21]=[C:22]([CH:25]=[CH:26][C:27]=1[F:28])[CH:23]=O.[BH-](OC(C)=O)(OC(C)=O)OC(C)=O.[Na+].C([O-])(O)=O.[Na+].